Dataset: Forward reaction prediction with 1.9M reactions from USPTO patents (1976-2016). Task: Predict the product of the given reaction. (1) Given the reactants [CH3:1][O:2][C:3](=[O:28])[N:4]([CH2:13][C:14]1[CH:19]=[C:18]([C:20]([F:23])([F:22])[F:21])[CH:17]=[C:16]([C:24]([F:27])([F:26])[F:25])[CH:15]=1)[CH:5]1[CH2:10][CH2:9][NH:8][CH:7]([CH2:11][CH3:12])[CH2:6]1.[Li+].C[Si]([N-][Si](C)(C)C)(C)C.Cl[C:40]([O:42][CH2:43][CH3:44])=[O:41], predict the reaction product. The product is: [CH2:43]([O:42][C:40]([N:8]1[CH2:9][CH2:10][CH:5]([N:4]([CH2:13][C:14]2[CH:19]=[C:18]([C:20]([F:21])([F:22])[F:23])[CH:17]=[C:16]([C:24]([F:26])([F:25])[F:27])[CH:15]=2)[C:3]([O:2][CH3:1])=[O:28])[CH2:6][CH:7]1[CH2:11][CH3:12])=[O:41])[CH3:44]. (2) The product is: [Cl:1][C:2]1[N:3]=[CH:4][C:5]2[NH:21][C:11](=[O:12])[C:10]([F:17])([F:16])[CH2:9][N:8]([CH:18]([CH3:20])[CH3:19])[C:6]=2[N:7]=1. Given the reactants [Cl:1][C:2]1[N:7]=[C:6]([N:8]([CH:18]([CH3:20])[CH3:19])[CH2:9][C:10]([F:17])([F:16])[C:11](OCC)=[O:12])[C:5]([N+:21]([O-])=O)=[CH:4][N:3]=1, predict the reaction product.